This data is from Forward reaction prediction with 1.9M reactions from USPTO patents (1976-2016). The task is: Predict the product of the given reaction. (1) Given the reactants [CH3:1][O:2][C:3]([C:5]1[S:6][C:7]([C:12]([OH:14])=O)=[CH:8][C:9]=1[C:10]#[N:11])=[O:4].C(N(CC)CC)C.CN(C(ON1N=NC2C=CC=CC1=2)=[N+](C)C)C.F[P-](F)(F)(F)(F)F.C1C=CC2N(O)N=NC=2C=1.[NH2:56][CH2:57][C:58]1[CH:59]=[C:60]([OH:64])[CH:61]=[CH:62][CH:63]=1, predict the reaction product. The product is: [CH3:1][O:2][C:3]([C:5]1[S:6][C:7]([C:12](=[O:14])[NH:56][CH2:57][C:58]2[CH:63]=[CH:62][CH:61]=[C:60]([OH:64])[CH:59]=2)=[CH:8][C:9]=1[C:10]#[N:11])=[O:4]. (2) Given the reactants [NH:1]1[CH2:6][CH2:5][CH:4]([C:7]([O:9][CH2:10][CH3:11])=[O:8])[CH2:3][CH2:2]1.ClC[C:14]1[CH:19]=[CH:18][N:17]=[C:16]([C:20]2[CH:25]=[C:24]([O:26][CH3:27])[C:23]([O:28][CH3:29])=[C:22]([O:30][CH3:31])[CH:21]=2)[CH:15]=1.[C:32](=O)([O-])[O-].[K+].[K+], predict the reaction product. The product is: [CH3:27][O:26][C:24]1[CH:25]=[C:20]([C:16]2[C:15]([CH2:32][N:1]3[CH2:6][CH2:5][CH:4]([C:7]([O:9][CH2:10][CH3:11])=[O:8])[CH2:3][CH2:2]3)=[CH:14][CH:19]=[CH:18][N:17]=2)[CH:21]=[C:22]([O:30][CH3:31])[C:23]=1[O:28][CH3:29]. (3) Given the reactants [N+:1]([CH2:4][CH2:5][CH2:6]CC1C=CC=CC=1OCC(O)=O)([O-:3])=[O:2].[CH3:19][O:20][C:21](=[O:30])[C:22]1[CH:27]=[CH:26][C:25]([NH2:28])=[C:24]([NH2:29])[CH:23]=1.[C:31]([O:34][CH2:35][CH3:36])(=O)[CH3:32].[C:37](=O)(O)[O-].[Na+], predict the reaction product. The product is: [CH3:19][O:20][C:21]([C:22]1[CH:27]=[CH:26][C:25]2[NH:28][C:36]([CH2:35][O:34][C:31]3[CH:32]=[CH:37][C:4]([N+:1]([O-:3])=[O:2])=[CH:5][CH:6]=3)=[N:29][C:24]=2[CH:23]=1)=[O:30]. (4) Given the reactants [CH3:1][O:2][C:3]1[CH:4]=[C:5]([SH:11])[CH:6]=[C:7]([O:9][CH3:10])[CH:8]=1.CS(O[CH2:17][C@@H:18]1[C@:27]2([CH3:28])[C@H:22]([C:23]([CH3:30])([CH3:29])[CH2:24][CH2:25][CH2:26]2)[CH2:21][CH2:20][C@:19]1([OH:32])[CH3:31])(=O)=O.C([O-])([O-])=O.[Cs+].[Cs+], predict the reaction product. The product is: [CH3:10][O:9][C:7]1[CH:6]=[C:5]([S:11][CH2:17][C@@H:18]2[C@:27]3([CH3:28])[C@H:22]([C:23]([CH3:30])([CH3:29])[CH2:24][CH2:25][CH2:26]3)[CH2:21][CH2:20][C@@:19]2([CH3:31])[OH:32])[CH:4]=[C:3]([O:2][CH3:1])[CH:8]=1. (5) Given the reactants [Cl:1][C:2]1[CH:3]=[C:4]([C@@H:12]([CH2:22][CH:23]2[CH2:27][CH2:26][CH2:25][CH2:24]2)[C:13]([NH:15][C:16]2[CH:20]=[CH:19][N:18]([CH3:21])[N:17]=2)=[O:14])[CH:5]=[CH:6][C:7]=1[S:8]([CH3:11])(=[O:10])=[O:9].C(Cl)(=O)C(Cl)=O.N1[C:39]([CH3:40])=[CH:38][CH:37]=[CH:36][C:35]=1[CH3:41].CC1C=CC(CN2C=CC(N)=N2)=CC=1, predict the reaction product. The product is: [Cl:1][C:2]1[CH:3]=[C:4]([C@@H:12]([CH2:22][CH:23]2[CH2:24][CH2:25][CH2:26][CH2:27]2)[C:13]([NH:15][C:16]2[CH:20]=[CH:19][N:18]([CH2:21][C:36]3[CH:37]=[CH:38][C:39]([CH3:40])=[CH:41][CH:35]=3)[N:17]=2)=[O:14])[CH:5]=[CH:6][C:7]=1[S:8]([CH3:11])(=[O:10])=[O:9]. (6) Given the reactants [CH2:1]([O:3][C:4](=[O:17])[CH2:5][CH2:6][NH:7][C:8]1[CH:13]=[C:12]([C:14]#[N:15])[CH:11]=[CH:10][C:9]=1[NH2:16])[CH3:2].C1N=CN([C:23](N2C=NC=C2)=[O:24])C=1, predict the reaction product. The product is: [CH2:1]([O:3][C:4](=[O:17])[CH2:5][CH2:6][N:7]1[C:8]2[CH:13]=[C:12]([C:14]#[N:15])[CH:11]=[CH:10][C:9]=2[NH:16][C:23]1=[O:24])[CH3:2]. (7) Given the reactants Cl[C:2]1[N:7]=[C:6]([O:8][CH3:9])[N:5]=[C:4]([NH:10][CH2:11][CH2:12][C:13]2[CH:18]=[CH:17][C:16]([O:19][CH3:20])=[CH:15][CH:14]=2)[CH:3]=1.[N:21]1[C:30]2[C:25](=[CH:26][C:27](B(O)O)=[CH:28][CH:29]=2)[CH:24]=[CH:23][CH:22]=1.C([O-])([O-])=O.[Cs+].[Cs+].COCCOC, predict the reaction product. The product is: [CH3:20][O:19][C:16]1[CH:17]=[CH:18][C:13]([CH2:12][CH2:11][NH:10][C:4]2[CH:3]=[C:2]([C:27]3[CH:26]=[C:25]4[C:30](=[CH:29][CH:28]=3)[N:21]=[CH:22][CH:23]=[CH:24]4)[N:7]=[C:6]([O:8][CH3:9])[N:5]=2)=[CH:14][CH:15]=1. (8) Given the reactants [NH2:1][C:2]1[CH:3]=[N:4][C:5]2[C:10]([C:11]=1[NH:12][C:13]1[CH:20]=[CH:19][C:16]([C:17]#[N:18])=[CH:15][C:14]=1[F:21])=[CH:9][C:8]([O:22][CH2:23][C:24]1[CH:29]=[CH:28][CH:27]=[CH:26][CH:25]=1)=[C:7]([O:30][CH3:31])[CH:6]=2.Cl[C:33](OC(Cl)(Cl)Cl)=[O:34].C([O-])([O-])=O.[Na+].[Na+].O, predict the reaction product. The product is: [CH2:23]([O:22][C:8]1[C:7]([O:30][CH3:31])=[CH:6][C:5]2[N:4]=[CH:3][C:2]3[NH:1][C:33](=[O:34])[N:12]([C:13]4[CH:20]=[CH:19][C:16]([C:17]#[N:18])=[CH:15][C:14]=4[F:21])[C:11]=3[C:10]=2[CH:9]=1)[C:24]1[CH:25]=[CH:26][CH:27]=[CH:28][CH:29]=1. (9) The product is: [O:21]1[CH:22]=[CH:23][CH:24]=[C:20]1[C:18]([N:17]([CH:25]1[CH2:26][CH2:27][N:28]([CH2:31][CH:32]([C:43]2[CH:44]=[CH:45][CH:46]=[CH:47][CH:48]=2)[C:33]([O:35][CH2:36][C:37]2[CH:38]=[CH:39][CH:40]=[CH:41][CH:42]=2)=[O:34])[CH2:29][CH2:30]1)[C:13]1[CH:14]=[CH:15][CH:16]=[C:11]([NH:10][C:9]([NH2:49])=[NH:8])[CH:12]=1)=[O:19]. Given the reactants C(OC([N:8]=[C:9]([NH:49]C(OC(C)(C)C)=O)[NH:10][C:11]1[CH:12]=[C:13]([N:17]([CH:25]2[CH2:30][CH2:29][N:28]([CH2:31][CH:32]([C:43]3[CH:48]=[CH:47][CH:46]=[CH:45][CH:44]=3)[C:33]([O:35][CH2:36][C:37]3[CH:42]=[CH:41][CH:40]=[CH:39][CH:38]=3)=[O:34])[CH2:27][CH2:26]2)[C:18]([C:20]2[O:21][CH:22]=[CH:23][CH:24]=2)=[O:19])[CH:14]=[CH:15][CH:16]=1)=O)(C)(C)C.FC(F)(F)C(O)=O, predict the reaction product. (10) Given the reactants C[O:2][C:3](=[O:40])[C@:4](C1C=CC(C2C=CC=CC=2)=CC=1)([NH:6][C:7]([C:9]1[CH:14]=[N:13][C:12]([CH2:15][O:16][C:17]2[CH:22]=[CH:21][CH:20]=[C:19]([O:23][C:24]([F:27])([F:26])[F:25])[CH:18]=2)=[CH:11][N:10]=1)=[O:8])[CH3:5].[Li+].[OH-].[CH2:43]1[CH2:47]O[CH2:45][CH2:44]1.CO, predict the reaction product. The product is: [C:43]1([C:47]2[CH:21]=[CH:22][CH:17]=[CH:18][CH:19]=2)[CH:5]=[CH:4][C:3]([CH2:5][C@H:4]([NH:6][C:7]([C:9]2[CH:14]=[N:13][C:12]([CH2:15][O:16][C:17]3[CH:22]=[CH:21][CH:20]=[C:19]([O:23][C:24]([F:26])([F:27])[F:25])[CH:18]=3)=[CH:11][N:10]=2)=[O:8])[C:3]([OH:2])=[O:40])=[CH:45][CH:44]=1.